From a dataset of Full USPTO retrosynthesis dataset with 1.9M reactions from patents (1976-2016). Predict the reactants needed to synthesize the given product. (1) Given the product [CH:1]([O:4][C:5]1[CH:10]=[CH:9][CH:8]=[CH:7][C:6]=1[O:11][C:13]1[CH:18]=[CH:17][CH:16]=[CH:15][C:14]=1[N+:19]([O-:21])=[O:20])([CH3:3])[CH3:2].[CH:38]([O:41][C:42]1[CH:55]=[CH:54][CH:53]=[CH:52][C:43]=1[O:44][C:45]1[CH:51]=[CH:50][CH:49]=[CH:48][C:46]=1[NH:47][C:22]([NH:56][C:57]1[S:58][CH:59]=[CH:60][N:61]=1)=[O:23])([CH3:40])[CH3:39], predict the reactants needed to synthesize it. The reactants are: [CH:1]([O:4][C:5]1[CH:10]=[CH:9][CH:8]=[CH:7][C:6]=1[OH:11])([CH3:3])[CH3:2].F[C:13]1[CH:18]=[CH:17][CH:16]=[CH:15][C:14]=1[N+:19]([O-:21])=[O:20].[CH3:22][O:23]C1C=CC=CC=1OC1C=CC=CC=1N.[CH:38]([O:41][C:42]1[CH:55]=[CH:54][CH:53]=[CH:52][C:43]=1[O:44][C:45]1[CH:51]=[CH:50][CH:49]=[CH:48][C:46]=1[NH2:47])([CH3:40])[CH3:39].[NH2:56][C:57]1[S:58][CH:59]=[CH:60][N:61]=1. (2) Given the product [CH3:17][C:15]1[CH2:14][C:13](=[O:18])[N:11]([C:2]2[CH:3]=[CH:4][C:5]3[CH2:6][CH2:7][CH2:8][CH2:9][C:10]=3[CH:1]=2)[N:12]=1, predict the reactants needed to synthesize it. The reactants are: [CH:1]1[C:10]2[CH2:9][CH2:8][CH2:7][CH2:6][C:5]=2[CH:4]=[CH:3][C:2]=1[NH:11][NH2:12].[C:13](OCC)(=[O:18])[CH2:14][C:15]([CH3:17])=O. (3) Given the product [Cl:1][C:2]1[C:27]([O:28][CH2:30][C:31]([OH:33])=[O:32])=[CH:26][C:5]2[C:6]([C:9]3[C:10]([CH2:23][CH2:24][CH3:25])=[N:11][C:12]([O:38][C:35]4[CH:26]=[CH:27][C:2]([Cl:1])=[CH:3][CH:4]=4)=[CH:13][CH:14]=3)=[N:7][O:8][C:4]=2[CH:3]=1, predict the reactants needed to synthesize it. The reactants are: [Cl:1][C:2]1[C:27]([OH:28])=[CH:26][C:5]2[C:6]([C:9]3[C:10]([CH2:23][CH2:24][CH3:25])=[N:11][CH:12]=[CH:13][C:14]=3OC3C=CC(Cl)=CC=3)=[N:7][O:8][C:4]=2[CH:3]=1.Br[CH2:30][C:31]([O:33]C)=[O:32].[C:35](=[O:38])([O-])[O-].[Cs+].[Cs+].